Dataset: HIV replication inhibition screening data with 41,000+ compounds from the AIDS Antiviral Screen. Task: Binary Classification. Given a drug SMILES string, predict its activity (active/inactive) in a high-throughput screening assay against a specified biological target. The drug is C=C1CCC2C(C)(C)C(O)CCC2(C)C1COc1ccc2ccc(=O)oc2c1. The result is 0 (inactive).